From a dataset of Reaction yield outcomes from USPTO patents with 853,638 reactions. Predict the reaction yield, written as a fraction of the theoretical maximum amount of product (1.0 means a 100% yield; for example, 0.34 means a 34% yield). (1) The reactants are Cl[C:2]1[C:3]2[NH:10][CH:9]=[CH:8][C:4]=2[N:5]=[CH:6][N:7]=1.[F:11][C:12]1[CH:17]=[C:16]([N+:18]([O-:20])=[O:19])[CH:15]=[CH:14][C:13]=1[OH:21].Cl. The catalyst is C1(OC2C=CC=CC=2)C=CC=CC=1. The product is [F:11][C:12]1[CH:17]=[C:16]([N+:18]([O-:20])=[O:19])[CH:15]=[CH:14][C:13]=1[O:21][C:2]1[C:3]2[NH:10][CH:9]=[CH:8][C:4]=2[N:5]=[CH:6][N:7]=1. The yield is 0.860. (2) The reactants are [CH3:1][C:2]1[CH:9]=[CH:8][C:5]([CH:6]=O)=[CH:4][CH:3]=1.[CH3:10][C:11]([CH3:13])=[O:12].[OH-].[Na+].O. The catalyst is C(O)C. The product is [CH3:1][C:2]1[CH:9]=[CH:8][C:5]([CH:6]=[CH:10][C:11](=[O:12])[CH:13]=[CH:1][C:2]2[CH:9]=[CH:8][C:5]([CH3:6])=[CH:4][CH:3]=2)=[CH:4][CH:3]=1. The yield is 0.780. (3) The reactants are [C:1]([C:3]1[CH:8]=[CH:7][CH:6]=[CH:5][C:4]=1[F:9])#[CH:2].I[CH3:11].[N-:12]=[N+:13]=[N-:14].[Na+]. The catalyst is C(#N)C.O.[Cu]I. The product is [F:9][C:4]1[CH:5]=[CH:6][CH:7]=[CH:8][C:3]=1[C:1]1[N:12]=[N:13][N:14]([CH3:11])[CH:2]=1. The yield is 0.240. (4) The reactants are Br[C:2]1[N:7]=[C:6]([N:8]2[C:16]3[CH:15]=[C:14]([Cl:17])[N:13]=[CH:12][C:11]=3[CH:10]=[N:9]2)[CH:5]=[CH:4][CH:3]=1.[C:18]([O:22][C:23]([N:25]1[CH2:30][CH:29]=[C:28](B2OC(C)(C)C(C)(C)O2)[CH2:27][CH2:26]1)=[O:24])([CH3:21])([CH3:20])[CH3:19].C([O-])(=O)C.[K+].O. The catalyst is C(#N)C.C(=O)([O-])[O-].[Na+].[Na+].C1C=CC(P(C2C=CC=CC=2)[C-]2C=CC=C2)=CC=1.C1C=CC(P(C2C=CC=CC=2)[C-]2C=CC=C2)=CC=1.Cl[Pd]Cl.[Fe+2]. The product is [Cl:17][C:14]1[N:13]=[CH:12][C:11]2[CH:10]=[N:9][N:8]([C:6]3[N:7]=[C:2]([C:28]4[CH2:29][CH2:30][N:25]([C:23]([O:22][C:18]([CH3:21])([CH3:20])[CH3:19])=[O:24])[CH2:26][CH:27]=4)[CH:3]=[CH:4][CH:5]=3)[C:16]=2[CH:15]=1. The yield is 0.920. (5) The reactants are [CH3:1][C:2]1([OH:9])[CH2:4][CH:3]1[Si:5]([CH3:8])([CH3:7])[CH3:6].C(N(CC)CC)C.[CH3:17][S:18](Cl)(=[O:20])=[O:19].C([O-])(O)=O.[Na+]. The catalyst is ClCCl. The product is [CH3:1][C:2]1([O:9][S:18]([CH3:17])(=[O:20])=[O:19])[CH2:4][CH:3]1[Si:5]([CH3:8])([CH3:7])[CH3:6]. The yield is 0.870. (6) The reactants are [C:1]([C:5]1[S:9][C:8]([C:10]([NH:12][C@@H:13]([CH2:21][C:22]2[CH:27]=[CH:26][C:25](B3OC(C)(C)C(C)(C)O3)=[CH:24][CH:23]=2)[C:14]([O:16][C:17]([CH3:20])([CH3:19])[CH3:18])=[O:15])=[O:11])=[CH:7][CH:6]=1)([CH3:4])([CH3:3])[CH3:2].[Br:37][C:38]1[CH:39]=[N:40][C:41](I)=[N:42][CH:43]=1.C(#N)C.C1COCC1. The catalyst is O.CC(=O)OCC. The product is [Br:37][C:38]1[CH:39]=[N:40][C:41]([C:25]2[CH:24]=[CH:23][C:22]([CH2:21][C@H:13]([NH:12][C:10]([C:8]3[S:9][C:5]([C:1]([CH3:2])([CH3:3])[CH3:4])=[CH:6][CH:7]=3)=[O:11])[C:14]([O:16][C:17]([CH3:20])([CH3:19])[CH3:18])=[O:15])=[CH:27][CH:26]=2)=[N:42][CH:43]=1. The yield is 0.630.